Dataset: Full USPTO retrosynthesis dataset with 1.9M reactions from patents (1976-2016). Task: Predict the reactants needed to synthesize the given product. (1) Given the product [Cl:32][C:33]1[CH:34]=[C:35]([N:39]2[CH:43]=[N:42][C:41]([C:44]([N:46]3[CH2:51][CH2:50][N:49]([C:52]([C:54]4[CH:59]=[CH:58][CH:57]=[C:56]([C:60]5[CH2:61][CH2:62][CH2:64][CH:65]=5)[N:55]=4)=[O:53])[CH2:48][C:47]3([CH3:67])[CH3:66])=[O:45])=[N:40]2)[CH:36]=[CH:37][CH:38]=1, predict the reactants needed to synthesize it. The reactants are: BrC1N=C(C(N2CCN(C(C3N=CN(C4C=CC=C(Cl)C=4)N=3)=O)C(C)(C)C2)=O)C=CC=1.[Cl:32][C:33]1[CH:34]=[C:35]([N:39]2[CH:43]=[N:42][C:41]([C:44]([N:46]3[CH2:51][CH2:50][N:49]([C:52]([C:54]4[CH:59]=[CH:58][CH:57]=[C:56]([C:60]5[CH2:61][CH2:62]O[CH2:64][CH:65]=5)[N:55]=4)=[O:53])[CH2:48][C:47]3([CH3:67])[CH3:66])=[O:45])=[N:40]2)[CH:36]=[CH:37][CH:38]=1. (2) The reactants are: [CH3:1][O:2][CH2:3][CH2:4][N:5]1[CH2:11][CH2:10][C:9]2[CH:12]=[C:13]([NH2:16])[CH:14]=[CH:15][C:8]=2[CH2:7][CH2:6]1.Cl[C:18]1[N:23]=[C:22]([NH:24][C:25]2[C:34]([CH3:35])=[CH:33][CH:32]=[CH:31][C:26]=2[O:27][CH2:28][C:29]#[N:30])[C:21]([Cl:36])=[CH:20][N:19]=1. Given the product [Cl:36][C:21]1[C:22]([NH:24][C:25]2[C:34]([CH3:35])=[CH:33][CH:32]=[CH:31][C:26]=2[O:27][CH2:28][C:29]#[N:30])=[N:23][C:18]([NH:16][C:13]2[CH:14]=[CH:15][C:8]3[CH2:7][CH2:6][N:5]([CH2:4][CH2:3][O:2][CH3:1])[CH2:11][CH2:10][C:9]=3[CH:12]=2)=[N:19][CH:20]=1, predict the reactants needed to synthesize it. (3) Given the product [CH:1]([C:3]1[CH:8]=[CH:7][C:6]([C:17]2[CH:18]=[CH:13][CH:14]=[C:15]([C:19]3[CH:20]=[CH:21][N:22]=[CH:23][CH:24]=3)[CH:16]=2)=[CH:5][CH:4]=1)=[CH2:2], predict the reactants needed to synthesize it. The reactants are: [CH:1]([C:3]1[CH:8]=[CH:7][C:6](B(O)O)=[CH:5][CH:4]=1)=[CH2:2].Cl[C:13]1[CH:14]=[C:15]([C:19]2[CH:24]=[CH:23][N:22]=[CH:21][CH:20]=2)[CH:16]=[CH:17][CH:18]=1.F[K].C(P)(C)(C)C.P(C(C)(C)C)(C(C)(C)C)C(C)(C)C. (4) The reactants are: [F:1][C:2]1[CH:3]=[CH:4][C:5]2[O:9][CH:8]=[C:7]([CH3:10])[C:6]=2[CH:11]=1.[CH2:12]([CH:14]([CH2:18][CH3:19])[C:15](Cl)=[O:16])[CH3:13].[Cl-].[Al+3].[Cl-].[Cl-].O. Given the product [CH2:12]([CH:14]([CH2:18][CH3:19])[C:15]([C:8]1[O:9][C:5]2[CH:4]=[CH:3][C:2]([F:1])=[CH:11][C:6]=2[C:7]=1[CH3:10])=[O:16])[CH3:13], predict the reactants needed to synthesize it. (5) Given the product [CH3:29][S:30]([O:10][CH:8]([C:7]1[CH:6]=[C:5]([C:11]#[N:12])[CH:4]=[C:3]([NH:13][C:14]2[N:19]=[C:18]([NH:20][CH:21]3[CH2:22][CH2:23]3)[C:17]3=[N:24][CH:25]=[C:26]([C:27]#[N:28])[N:16]3[N:15]=2)[C:2]=1[Cl:1])[CH3:9])(=[O:32])=[O:31], predict the reactants needed to synthesize it. The reactants are: [Cl:1][C:2]1[C:7]([CH:8]([OH:10])[CH3:9])=[CH:6][C:5]([C:11]#[N:12])=[CH:4][C:3]=1[NH:13][C:14]1[N:19]=[C:18]([NH:20][CH:21]2[CH2:23][CH2:22]2)[C:17]2=[N:24][CH:25]=[C:26]([C:27]#[N:28])[N:16]2[N:15]=1.[CH3:29][S:30](Cl)(=[O:32])=[O:31]. (6) Given the product [N:1]1([CH2:7][CH2:8][O:9][C:10]2[CH:11]=[C:12]([NH:16][C:20]3[N:25]=[CH:24][C:23]4=[CH:26][CH:27]=[C:28]([C:29]5[CH:34]=[CH:33][CH:32]=[CH:31][C:30]=5[NH:35][S:36]([CH3:39])(=[O:38])=[O:37])[N:22]4[N:21]=3)[CH:13]=[CH:14][CH:15]=2)[CH2:6][CH2:5][O:4][CH2:3][CH2:2]1, predict the reactants needed to synthesize it. The reactants are: [N:1]1([CH2:7][CH2:8][O:9][C:10]2[CH:11]=[C:12]([NH2:16])[CH:13]=[CH:14][CH:15]=2)[CH2:6][CH2:5][O:4][CH2:3][CH2:2]1.CS([C:20]1[N:25]=[CH:24][C:23]2=[CH:26][CH:27]=[C:28]([C:29]3[CH:34]=[CH:33][CH:32]=[CH:31][C:30]=3[NH:35][S:36]([CH3:39])(=[O:38])=[O:37])[N:22]2[N:21]=1)=O. (7) Given the product [Br:21][CH:22]([C:26]1[CH:31]=[CH:30][CH:29]=[CH:28][CH:27]=1)[C:23]([NH:1][C:2]1[CH:7]=[CH:6][C:5]([CH3:8])=[CH:4][C:3]=1[OH:9])=[O:24], predict the reactants needed to synthesize it. The reactants are: [NH2:1][C:2]1[CH:7]=[CH:6][C:5]([CH3:8])=[CH:4][C:3]=1[OH:9].C(OCC)(=O)C.C(=O)([O-])O.[Na+].[Br:21][CH:22]([C:26]1[CH:31]=[CH:30][CH:29]=[CH:28][CH:27]=1)[C:23](Br)=[O:24]. (8) The reactants are: [CH3:1][C:2]1[N:6]2[CH:7]=[C:8]([N+:11]([O-])=O)[CH:9]=[CH:10][C:5]2=[N:4][CH:3]=1.[F:14][C:15]([F:32])([F:31])[C:16]1[CH:21]=[CH:20][C:19]([C:22]2[CH:27]=[CH:26][C:25]([C:28](O)=[O:29])=[CH:24][CH:23]=2)=[CH:18][CH:17]=1. Given the product [CH3:1][C:2]1[N:6]2[CH:7]=[C:8]([NH:11][C:28]([C:25]3[CH:24]=[CH:23][C:22]([C:19]4[CH:20]=[CH:21][C:16]([C:15]([F:14])([F:31])[F:32])=[CH:17][CH:18]=4)=[CH:27][CH:26]=3)=[O:29])[CH:9]=[CH:10][C:5]2=[N:4][CH:3]=1, predict the reactants needed to synthesize it.